This data is from Full USPTO retrosynthesis dataset with 1.9M reactions from patents (1976-2016). The task is: Predict the reactants needed to synthesize the given product. (1) Given the product [F:1][C@@H:2]1[C@@H:8]([CH2:9][O:10][C:11]([C:13]2[C:14]([CH3:19])=[CH:15][CH:16]=[CH:17][CH:18]=2)=[O:12])[O:7][C@H:4]([O:5][CH3:6])[C@:3]1([CH3:21])[OH:20], predict the reactants needed to synthesize it. The reactants are: [F:1][C@@H:2]1[C@@H:8]([CH2:9][O:10][C:11]([C:13]2[C:14]([CH3:19])=[CH:15][CH:16]=[CH:17][CH:18]=2)=[O:12])[O:7][C@H:4]([O:5][CH3:6])[C@@H:3]1[OH:20].[CH3:21]C(OI1(OC(C)=O)(OC(C)=O)OC(=O)C2C=CC=CC1=2)=O. (2) Given the product [Si:21]([O:6][C:5]1[CH:4]=[C:3]([CH:11]=[CH:10][C:7]=1[O:8][CH3:9])[CH:2]=[O:1])([C:24]([CH3:27])([CH3:26])[CH3:25])([CH3:23])[CH3:22], predict the reactants needed to synthesize it. The reactants are: [O:1]=[CH:2][C:3]1[CH:11]=[CH:10][C:7]([O:8][CH3:9])=[C:5]([OH:6])[CH:4]=1.C(N(C(C)C)CC)(C)C.[Si:21](Cl)([C:24]([CH3:27])([CH3:26])[CH3:25])([CH3:23])[CH3:22].O1CCCC1.